This data is from Reaction yield outcomes from USPTO patents with 853,638 reactions. The task is: Predict the reaction yield, written as a fraction of the theoretical maximum amount of product (1.0 means a 100% yield; for example, 0.34 means a 34% yield). (1) The reactants are [CH3:1][O:2][C:3]1[CH:41]=[C:40]([O:42][CH3:43])[CH:39]=[CH:38][C:4]=1[CH2:5][NH:6][C:7]1[C:8]2[CH:15]=[CH:14][N:13]([C@H:16]3[C@@H:20]4[O:21][C:22]([CH3:25])([CH3:24])[O:23][C@@H:19]4[C@@H:18]([CH2:26][N:27]([CH:35]([CH3:37])[CH3:36])[CH2:28][CH2:29][CH2:30][CH2:31][C:32](O)=[O:33])[O:17]3)[C:9]=2[N:10]=[CH:11][N:12]=1.[C:44]([C:48]1[CH:49]=[C:50]([NH2:55])[C:51]([NH2:54])=[CH:52][CH:53]=1)([CH3:47])([CH3:46])[CH3:45].C(N(CC)C(C)C)(C)C.C1CN([P+](ON2N=NC3C=CC=CC2=3)(N2CCCC2)N2CCCC2)CC1.F[P-](F)(F)(F)(F)F. The catalyst is CN(C)C=O. The product is [NH3:6].[NH2:55][C:50]1[CH:49]=[C:48]([C:44]([CH3:47])([CH3:45])[CH3:46])[CH:53]=[CH:52][C:51]=1[NH:54][C:32](=[O:33])[CH2:31][CH2:30][CH2:29][CH2:28][N:27]([CH2:26][C@@H:18]1[C@@H:19]2[C@@H:20]([O:21][C:22]([CH3:24])([CH3:25])[O:23]2)[C@H:16]([N:13]2[C:9]3[N:10]=[CH:11][N:12]=[C:7]([NH:6][CH2:5][C:4]4[CH:38]=[CH:39][C:40]([O:42][CH3:43])=[CH:41][C:3]=4[O:2][CH3:1])[C:8]=3[CH:15]=[CH:14]2)[O:17]1)[CH:35]([CH3:36])[CH3:37]. The yield is 0.0200. (2) The reactants are Br[C:2]1[CH:3]=[C:4]2[C:11](=[CH:12][CH:13]=1)[C:7]1[NH:8][N:9]=[CH:10][C:6]=1[CH2:5]2.[Li]C1C=CC=CC=1.C1CCCCC1.C[CH2:28][O:29]CC.[Li]C(CC)C.C1CCCCC1.CN(C=O)C. The catalyst is C1COCC1. The product is [NH:8]1[C:7]2[C:11]3[C:4]([CH2:5][C:6]=2[CH:10]=[N:9]1)=[CH:3][C:2]([CH:28]=[O:29])=[CH:13][CH:12]=3. The yield is 0.680. (3) The reactants are [OH:1][C:2]1[CH:7]=[CH:6][C:5]([N:8]2[C:13](=[O:14])[C:12]([CH2:15][C:16]3[CH:21]=[CH:20][C:19]([C:22]4[C:23]([C:28]#[N:29])=[CH:24][CH:25]=[CH:26][CH:27]=4)=[CH:18][CH:17]=3)=[C:11]([CH2:30][CH2:31][CH3:32])[N:10]=[C:9]2[CH3:33])=[CH:4][CH:3]=1.Br[CH:35]1[CH2:39][CH2:38][CH2:37][CH2:36]1.C(=O)([O-])[O-].[Cs+].[Cs+].C(OCC)(=O)C. The catalyst is CN(C)C=O.O. The product is [CH:35]1([O:1][C:2]2[CH:3]=[CH:4][C:5]([N:8]3[C:13](=[O:14])[C:12]([CH2:15][C:16]4[CH:21]=[CH:20][C:19]([C:22]5[C:23]([C:28]#[N:29])=[CH:24][CH:25]=[CH:26][CH:27]=5)=[CH:18][CH:17]=4)=[C:11]([CH2:30][CH2:31][CH3:32])[N:10]=[C:9]3[CH3:33])=[CH:6][CH:7]=2)[CH2:39][CH2:38][CH2:37][CH2:36]1. The yield is 0.910. (4) The reactants are [CH3:1][C:2]1[N:7]=[C:6]([NH2:8])[CH:5]=[CH:4][N:3]=1.Br[C:10]1[C:11](=[O:18])[N:12]([CH3:17])[N:13]=[C:14]([Cl:16])[CH:15]=1.CC1(C)C2C(=C(P(C3C=CC=CC=3)C3C=CC=CC=3)C=CC=2)OC2C(P(C3C=CC=CC=3)C3C=CC=CC=3)=CC=CC1=2.C([O-])([O-])=O.[Cs+].[Cs+]. The catalyst is C1C=CC(/C=C/C(/C=C/C2C=CC=CC=2)=O)=CC=1.C1C=CC(/C=C/C(/C=C/C2C=CC=CC=2)=O)=CC=1.C1C=CC(/C=C/C(/C=C/C2C=CC=CC=2)=O)=CC=1.[Pd].[Pd].O1CCOCC1. The product is [Cl:16][C:14]1[CH:15]=[C:10]([NH:8][C:6]2[CH:5]=[CH:4][N:3]=[C:2]([CH3:1])[N:7]=2)[C:11](=[O:18])[N:12]([CH3:17])[N:13]=1. The yield is 0.730. (5) The reactants are [CH2:1]([NH:8][S:9]([C:12]1[CH:21]=[CH:20][C:15]([C:16]([O:18][CH3:19])=[O:17])=[CH:14][CH:13]=1)(=[O:11])=[O:10])[C:2]1[CH:7]=[CH:6][CH:5]=[CH:4][CH:3]=1.Cl[C:23]1[CH:28]=[CH:27][C:26]([C:29]([F:32])([F:31])[F:30])=[CH:25][N:24]=1.C([O-])([O-])=O.[Cs+].[Cs+].C1(P(C2C=CC=CC=2)C2C3OC4C(=CC=CC=4P(C4C=CC=CC=4)C4C=CC=CC=4)C(C)(C)C=3C=CC=2)C=CC=CC=1. The catalyst is O1CCOCC1.C([O-])(=O)C.[Pd+2].C([O-])(=O)C. The product is [CH2:1]([N:8]([C:23]1[CH:28]=[CH:27][C:26]([C:29]([F:32])([F:31])[F:30])=[CH:25][N:24]=1)[S:9]([C:12]1[CH:13]=[CH:14][C:15]([C:16]([O:18][CH3:19])=[O:17])=[CH:20][CH:21]=1)(=[O:11])=[O:10])[C:2]1[CH:3]=[CH:4][CH:5]=[CH:6][CH:7]=1. The yield is 0.470. (6) The reactants are [OH-].[K+].[Cl:3][C:4]1[C:5]([N:10]2[C:14]([C:15]([O:17]CC)=[O:16])=[CH:13][C:12]([C:20]([F:23])([F:22])[F:21])=[N:11]2)=[N:6][CH:7]=[CH:8][CH:9]=1. The catalyst is O.C(O)C. The product is [Cl:3][C:4]1[C:5]([N:10]2[C:14]([C:15]([OH:17])=[O:16])=[CH:13][C:12]([C:20]([F:23])([F:21])[F:22])=[N:11]2)=[N:6][CH:7]=[CH:8][CH:9]=1. The yield is 0.930.